This data is from Forward reaction prediction with 1.9M reactions from USPTO patents (1976-2016). The task is: Predict the product of the given reaction. (1) Given the reactants [NH2:1][C:2]1[S:3][C:4]([NH2:17])=[C:5]([C:15]#[N:16])[CH:6]([C:10]2[O:11][CH:12]=[CH:13][CH:14]=2)[C:7]=1[C:8]#[N:9].[OH-].[NH4+], predict the reaction product. The product is: [NH2:1][C:2]1[NH:17][C:4](=[S:3])[C:5]([C:15]#[N:16])=[C:6]([C:10]2[O:11][CH:12]=[CH:13][CH:14]=2)[C:7]=1[C:8]#[N:9]. (2) Given the reactants [NH2:1][CH2:2][CH2:3][CH2:4][OH:5].[C:14](O[C:14]([O:16][C:17]([CH3:20])([CH3:19])[CH3:18])=[O:15])([O:16][C:17]([CH3:20])([CH3:19])[CH3:18])=[O:15].[C:21](Cl)(=[O:28])[C:22]1[CH:27]=[CH:26][CH:25]=[CH:24][CH:23]=1.N1C=CC=C[CH:31]=1, predict the reaction product. The product is: [C:21]([O:5][CH2:4][CH2:3][CH2:2][N:1]([C:14]([O:16][C:17]([CH3:18])([CH3:19])[CH3:20])=[O:15])[CH3:31])(=[O:28])[C:22]1[CH:27]=[CH:26][CH:25]=[CH:24][CH:23]=1. (3) Given the reactants O=P(Cl)(Cl)Cl.[CH:6]1([N:9]2[C:17]3[C:12](=[C:13]([O:23][CH3:24])[CH:14]=[C:15]([C:18]([O:20][CH2:21][CH3:22])=[O:19])[CH:16]=3)[CH:11]=[CH:10]2)[CH2:8][CH2:7]1.CN([CH:28]=[O:29])C, predict the reaction product. The product is: [CH:6]1([N:9]2[C:17]3[C:12](=[C:13]([O:23][CH3:24])[CH:14]=[C:15]([C:18]([O:20][CH2:21][CH3:22])=[O:19])[CH:16]=3)[C:11]([CH:28]=[O:29])=[CH:10]2)[CH2:7][CH2:8]1. (4) Given the reactants [CH3:1][C:2]1([C:7]2[S:11][C:10]([CH2:12][N:13]3[N:17]=[C:16]([NH2:18])[CH:15]=[N:14]3)=[CH:9][CH:8]=2)[O:6]CCO1.[CH3:19][C:20]1[O:21][C:22]([C:28]2[CH:33]=[CH:32][CH:31]=[C:30]([C:34]([F:37])([F:36])[F:35])[CH:29]=2)=[C:23]([C:25](O)=[O:26])[N:24]=1, predict the reaction product. The product is: [C:2]([C:7]1[S:11][C:10]([CH2:12][N:13]2[N:17]=[C:16]([NH:18][C:25]([C:23]3[N:24]=[C:20]([CH3:19])[O:21][C:22]=3[C:28]3[CH:33]=[CH:32][CH:31]=[C:30]([C:34]([F:37])([F:35])[F:36])[CH:29]=3)=[O:26])[CH:15]=[N:14]2)=[CH:9][CH:8]=1)(=[O:6])[CH3:1]. (5) Given the reactants [CH2:1]([O:3][C:4]([C:6]1[C:7]([CH2:18]Br)=[C:8]2[C:13]([Cl:14])=[C:12]([C:15]#[N:16])[CH:11]=[N:10][N:9]2[CH:17]=1)=[O:5])[CH3:2].CO.[C:22]([O-])(O)=[O:23].[Na+], predict the reaction product. The product is: [CH2:1]([O:3][C:4]([C:6]1[C:7]([CH2:18][O:23][CH3:22])=[C:8]2[C:13]([Cl:14])=[C:12]([C:15]#[N:16])[CH:11]=[N:10][N:9]2[CH:17]=1)=[O:5])[CH3:2].